From a dataset of Forward reaction prediction with 1.9M reactions from USPTO patents (1976-2016). Predict the product of the given reaction. Given the reactants [CH3:1][O:2][C:3](=[O:13])[CH2:4][CH2:5][CH2:6][CH2:7][C:8](=[O:12])[CH:9]1[O:11][CH2:10]1, predict the reaction product. The product is: [CH3:1][O:2][C:3](=[O:13])[CH2:4][CH2:5][CH2:6][CH2:7][C:8](=[O:12])[CH2:9][CH2:10][OH:11].